This data is from Reaction yield outcomes from USPTO patents with 853,638 reactions. The task is: Predict the reaction yield, written as a fraction of the theoretical maximum amount of product (1.0 means a 100% yield; for example, 0.34 means a 34% yield). (1) The reactants are [Cl:1][C:2]1[C:14]([F:15])=[CH:13][CH:12]=[C:11]2[C:3]=1[C:4]1[CH2:5][CH2:6][CH2:7][C:8]([C:31]([F:34])([F:33])[F:32])([O:26][Si](C)(C)C)[C:9]=1[N:10]2S(C1C=CC(C)=CC=1)(=O)=O.[OH-].[K+].CCO. The catalyst is C1COCC1.O. The product is [Cl:1][C:2]1[C:14]([F:15])=[CH:13][CH:12]=[C:11]2[C:3]=1[C:4]1[CH2:5][CH2:6][CH2:7][C:8]([C:31]([F:32])([F:33])[F:34])([OH:26])[C:9]=1[NH:10]2. The yield is 0.550. (2) The reactants are [CH3:1][C:2]1[CH:11]=[CH:10][C:5]([C:6]([O:8]C)=[O:7])=[CH:4][C:3]=1[C:12]([F:15])([F:14])[F:13].C1C(=O)N([Br:23])C(=O)C1.C(OOC(=O)C1C=CC=CC=1)(=O)C1C=CC=CC=1.O. The catalyst is C(Cl)(Cl)(Cl)Cl. The product is [Br:23][CH2:1][C:2]1[CH:11]=[CH:10][C:5]([C:6]([OH:8])=[O:7])=[CH:4][C:3]=1[C:12]([F:15])([F:14])[F:13]. The yield is 1.40. (3) The yield is 0.890. The product is [CH3:18][O:20][C:11]1[CH:10]=[C:9]2[C:5]([C:6]([C:12](=[O:16])[C:13]([Cl:15])=[O:14])=[CH:7][NH:8]2)=[CH:4][CH:3]=1. No catalyst specified. The reactants are CO[C:3]1[CH:4]=[C:5]2[C:9](=[CH:10][CH:11]=1)[NH:8][CH:7]=[CH:6]2.[C:12](Cl)(=[O:16])[C:13]([Cl:15])=[O:14].[CH2:18]([O:20]CC)C. (4) The reactants are [Br:1][C:2]1[CH:6]=[N:5][N:4]([CH3:7])[C:3]=1[C:8]1[CH:9]=[C:10]([NH2:16])[CH:11]=[CH:12][C:13]=1[O:14][CH3:15].[F:17][C:18]([F:33])([F:32])[C:19]1[CH:20]=[C:21]([N:29]=[C:30]=[O:31])[CH:22]=[C:23]([C:25]([F:28])([F:27])[F:26])[CH:24]=1. The catalyst is C(Cl)Cl. The product is [F:17][C:18]([F:32])([F:33])[C:19]1[CH:20]=[C:21]([NH:29][C:30]([NH:16][C:10]2[CH:11]=[CH:12][C:13]([O:14][CH3:15])=[C:8]([C:3]3[N:4]([CH3:7])[N:5]=[CH:6][C:2]=3[Br:1])[CH:9]=2)=[O:31])[CH:22]=[C:23]([C:25]([F:28])([F:26])[F:27])[CH:24]=1. The yield is 0.430.